Dataset: Full USPTO retrosynthesis dataset with 1.9M reactions from patents (1976-2016). Task: Predict the reactants needed to synthesize the given product. (1) Given the product [F:22][C:23]([F:27])([F:26])[CH2:24][NH:25][C:3]([C:5]1[NH:6][N:7]=[C:8]([O:10][CH2:11][C:12]2[C:13]([CH2:18][CH2:19][CH2:20][CH3:21])=[N:14][O:15][C:16]=2[CH3:17])[CH:9]=1)=[O:4], predict the reactants needed to synthesize it. The reactants are: CO[C:3]([C:5]1[NH:6][N:7]=[C:8]([O:10][CH2:11][C:12]2[C:13]([CH2:18][CH2:19][CH2:20][CH3:21])=[N:14][O:15][C:16]=2[CH3:17])[CH:9]=1)=[O:4].[F:22][C:23]([F:27])([F:26])[CH2:24][NH2:25]. (2) Given the product [C:15]([OH:18])(=[O:17])[CH3:16].[Cl:1][C:2]1[C:3]([CH2:12][CH2:13][NH2:14])=[N:4][CH:5]=[C:6]([C:8]([F:11])([F:9])[F:10])[CH:7]=1, predict the reactants needed to synthesize it. The reactants are: [Cl:1][C:2]1[C:3]([CH2:12][C:13]#[N:14])=[N:4][CH:5]=[C:6]([C:8]([F:11])([F:10])[F:9])[CH:7]=1.[C:15]([OH:18])(=[O:17])[CH3:16]. (3) Given the product [CH2:1]([C:5]1[C:9]([CH2:10][O:11][C:12]2[CH:20]=[CH:19][C:15]([C:16]([NH:27][CH2:26][C:25]([F:29])([F:28])[F:24])=[O:18])=[CH:14][N:13]=2)=[C:8]([CH2:21][OH:22])[O:7][N:6]=1)[CH2:2][CH2:3][CH3:4], predict the reactants needed to synthesize it. The reactants are: [CH2:1]([C:5]1[C:9]([CH2:10][O:11][C:12]2[CH:20]=[CH:19][C:15]([C:16]([OH:18])=O)=[CH:14][N:13]=2)=[C:8]([CH2:21][OH:22])[O:7][N:6]=1)[CH2:2][CH2:3][CH3:4].Cl.[F:24][C:25]([F:29])([F:28])[CH2:26][NH2:27]. (4) Given the product [Br:1][C:2]1[CH:7]=[CH:6][C:5]([CH:8]([O:18][C:15]2[CH:16]=[CH:17][C:12]([Cl:11])=[C:13]([N+:19]([O-:21])=[O:20])[CH:14]=2)[CH3:9])=[CH:4][CH:3]=1, predict the reactants needed to synthesize it. The reactants are: [Br:1][C:2]1[CH:7]=[CH:6][C:5]([CH:8](Br)[CH3:9])=[CH:4][CH:3]=1.[Cl:11][C:12]1[CH:17]=[CH:16][C:15]([OH:18])=[CH:14][C:13]=1[N+:19]([O-:21])=[O:20].C([O-])([O-])=O.[K+].[K+]. (5) Given the product [C:34]([CH:22]([CH:23]([C:2]1[CH:7]=[CH:6][CH:5]=[CH:4][C:3]=1[CH:8]([CH3:10])[CH3:9])[C:24]1[C:33]2[C:28](=[CH:29][CH:30]=[CH:31][CH:32]=2)[CH:27]=[CH:26][CH:25]=1)[C:21]([O:20][C:16]([CH3:19])([CH3:17])[CH3:18])=[O:36])#[N:35], predict the reactants needed to synthesize it. The reactants are: Br[C:2]1[CH:7]=[CH:6][CH:5]=[CH:4][C:3]=1[CH:8]([CH3:10])[CH3:9].[Li]CCCC.[C:16]([O:20][C:21](=[O:36])[C:22]([C:34]#[N:35])=[CH:23][C:24]1[C:33]2[C:28](=[CH:29][CH:30]=[CH:31][CH:32]=2)[CH:27]=[CH:26][CH:25]=1)([CH3:19])([CH3:18])[CH3:17]. (6) Given the product [Cl:10][C:4]1[CH:3]=[C:2]2[C:7]([CH:8]=[C:21]([C:15]3[CH:16]=[C:17]([O:19][CH3:20])[CH:18]=[C:13]([O:12][CH3:11])[CH:14]=3)[C:22](=[O:23])[NH:1]2)=[CH:6][N:5]=1, predict the reactants needed to synthesize it. The reactants are: [NH2:1][C:2]1[C:7]([CH:8]=O)=[CH:6][N:5]=[C:4]([Cl:10])[CH:3]=1.[CH3:11][O:12][C:13]1[CH:14]=[C:15]([CH2:21][C:22](OC)=[O:23])[CH:16]=[C:17]([O:19][CH3:20])[CH:18]=1.C([O-])([O-])=O.[K+].[K+].O. (7) Given the product [CH3:15][O:14][C:12]([C:9]1[CH:10]=[CH:11][C:6]([C:5]2[O:1][C:2]3[CH:19]=[CH:18][C:17]([C:20]([O:22][CH3:23])=[O:21])=[CH:16][C:3]=3[N:4]=2)=[CH:7][CH:8]=1)=[O:13], predict the reactants needed to synthesize it. The reactants are: [OH:1][C:2]1[CH:19]=[CH:18][C:17]([C:20]([O:22][CH3:23])=[O:21])=[CH:16][C:3]=1[N:4]=[CH:5][C:6]1[CH:11]=[CH:10][C:9]([C:12]([O:14][CH3:15])=[O:13])=[CH:8][CH:7]=1.ClC1C(=O)C(C#N)=C(C#N)C(=O)C=1Cl. (8) Given the product [C:12]1([CH:10]([CH3:11])[O:9][CH2:1][CH2:2][CH2:3][CH2:4][CH2:5][CH2:6][CH2:7][CH3:8])[CH:17]=[CH:16][CH:15]=[CH:14][CH:13]=1, predict the reactants needed to synthesize it. The reactants are: [CH2:1]([OH:9])[CH2:2][CH2:3][CH2:4][CH2:5][CH2:6][CH2:7][CH3:8].[CH2:10]([C:12]1[CH:17]=[CH:16][CH:15]=[CH:14][CH:13]=1)[CH3:11].C(OOC(C)(C)C)(C)(C)C. (9) Given the product [CH3:1][C:2]([CH3:35])([O:4][C:5]([N:7]([C:28]([O:30][C:31]([CH3:34])([CH3:33])[CH3:32])=[O:29])[C:8]1[C:13]([C:14]2[N:18]([C:19]3[CH:24]=[CH:23][CH:22]=[C:21]([F:25])[C:20]=3[F:26])[N:17]=[N:16][N:15]=2)=[CH:12][C:11]([C:37]#[C:36][Si:38]([CH3:41])([CH3:40])[CH3:39])=[CH:10][N:9]=1)=[O:6])[CH3:3], predict the reactants needed to synthesize it. The reactants are: [CH3:1][C:2]([CH3:35])([O:4][C:5]([N:7]([C:28]([O:30][C:31]([CH3:34])([CH3:33])[CH3:32])=[O:29])[C:8]1[C:13]([C:14]2[N:18]([C:19]3[CH:24]=[CH:23][CH:22]=[C:21]([F:25])[C:20]=3[F:26])[N:17]=[N:16][N:15]=2)=[CH:12][C:11](Br)=[CH:10][N:9]=1)=[O:6])[CH3:3].[C:36]([Si:38]([CH3:41])([CH3:40])[CH3:39])#[CH:37].